This data is from HIV replication inhibition screening data with 41,000+ compounds from the AIDS Antiviral Screen. The task is: Binary Classification. Given a drug SMILES string, predict its activity (active/inactive) in a high-throughput screening assay against a specified biological target. (1) The molecule is CC1(C)SC(CCCCCCCCCCCNC2=NCCCCCCCCCCC2)=NC1C(=O)O. The result is 0 (inactive). (2) The drug is O=C1c2cc([N+](=O)[O-])cc3cc([N+](=O)[O-])cc(c23)C(=O)N1CCNCCN1C(=O)c2cc([N+](=O)[O-])cc3cc([N+](=O)[O-])cc(c23)C1=O. The result is 0 (inactive).